Predict the product of the given reaction. From a dataset of Forward reaction prediction with 1.9M reactions from USPTO patents (1976-2016). (1) Given the reactants [Br:1][C:2]1[CH:7]=[CH:6][C:5]([C@@H:8]([N:10]2[CH2:15][CH2:14][C@@:13]([C:19]3[CH:24]=[CH:23][C:22]([F:25])=[CH:21][CH:20]=3)([CH2:16][CH2:17]O)[O:12][C:11]2=[O:26])[CH3:9])=[CH:4][CH:3]=1.[NH:27]1[CH2:32][CH2:31][NH:30][CH2:29][C:28]1=[O:33], predict the reaction product. The product is: [Br:1][C:2]1[CH:3]=[CH:4][C:5]([C@@H:8]([N:10]2[CH2:15][CH2:14][C@@:13]([C:19]3[CH:20]=[CH:21][C:22]([F:25])=[CH:23][CH:24]=3)([CH2:16][CH2:17][N:30]3[CH2:31][CH2:32][NH:27][C:28](=[O:33])[CH2:29]3)[O:12][C:11]2=[O:26])[CH3:9])=[CH:6][CH:7]=1. (2) Given the reactants BrC1C=C[C:5](NCC(OC)=O)=[N:6]C=1.[F:14][C:15]1[CH:23]=[CH:22][CH:21]=[C:20]2[C:16]=1[C:17]([CH:24]=O)=[CH:18][NH:19]2.CN1C2C(=CC=CC=2)C(C)=C1C=O, predict the reaction product. The product is: [F:14][C:15]1[CH:23]=[CH:22][CH:21]=[C:20]2[C:16]=1[C:17]([CH2:24][NH:6][CH3:5])=[CH:18][NH:19]2. (3) Given the reactants [CH3:1][C:2]([C:4]1[CH:9]=[CH:8][C:7]([Br:10])=[CH:6][CH:5]=1)=O.P(Cl)(Cl)(Cl)(Cl)[Cl:12], predict the reaction product. The product is: [Br:10][C:7]1[CH:8]=[CH:9][C:4]([C:2]([Cl:12])=[CH2:1])=[CH:5][CH:6]=1. (4) Given the reactants [Cl:1][C:2]1[N:7]=[C:6]([C:8]([O:10][CH3:11])=[O:9])[CH:5]=[CH:4][C:3]=1[CH:12]=[O:13].C1N2[CH2:20][CH2:21]N(CC2)C1, predict the reaction product. The product is: [CH3:11][O:10][C:8]([C:6]1[CH:5]=[CH:4][C:3]([CH:12]([OH:13])[C:6]([C:8]([O:10][CH2:20][CH3:21])=[O:9])=[CH2:5])=[C:2]([Cl:1])[N:7]=1)=[O:9]. (5) Given the reactants Cl[C:2]1[C:11]2[C:6](=[CH:7][CH:8]=[CH:9][CH:10]=2)[N:5]=[C:4]([CH2:12][Cl:13])[N:3]=1.[NH2:14][C:15]1[CH:20]=[CH:19][CH:18]=[CH:17][CH:16]=1.C(N(C(C)C)CC)(C)C, predict the reaction product. The product is: [Cl:13][CH2:12][C:4]1[N:3]=[C:2]([NH:14][C:15]2[CH:20]=[CH:19][CH:18]=[CH:17][CH:16]=2)[C:11]2[C:6](=[CH:7][CH:8]=[CH:9][CH:10]=2)[N:5]=1. (6) Given the reactants [OH:1][C:2]1[CH:3]=[C:4]([CH:8]=[C:9]([N+:11]([O-:13])=[O:12])[CH:10]=1)[C:5]([OH:7])=[O:6].S(=O)(=O)(O)O.[CH3:19]O, predict the reaction product. The product is: [OH:1][C:2]1[CH:3]=[C:4]([CH:8]=[C:9]([N+:11]([O-:13])=[O:12])[CH:10]=1)[C:5]([O:7][CH3:19])=[O:6]. (7) Given the reactants C([O:9][CH2:10][CH2:11][N:12]1[C:20]2[C:19](Cl)=[N:18][CH:17]=[N:16][C:15]=2[CH:14]=[CH:13]1)(=O)C1C=CC=CC=1.[Cl:22][C:23]1[CH:24]=[C:25]([CH:27]=[CH:28][C:29]=1[O:30][C:31]1[CH:36]=[CH:35][CH:34]=[C:33]([C:37]([F:46])([F:45])[CH2:38][C:39]2[CH:44]=[CH:43][CH:42]=[CH:41][CH:40]=2)[CH:32]=1)[NH2:26].C(O)(C)C.[OH-].[Na+], predict the reaction product. The product is: [Cl:22][C:23]1[CH:24]=[C:25]([NH:26][C:19]2[C:20]3[N:12]([CH2:11][CH2:10][OH:9])[CH:13]=[CH:14][C:15]=3[N:16]=[CH:17][N:18]=2)[CH:27]=[CH:28][C:29]=1[O:30][C:31]1[CH:36]=[CH:35][CH:34]=[C:33]([C:37]([F:46])([F:45])[CH2:38][C:39]2[CH:44]=[CH:43][CH:42]=[CH:41][CH:40]=2)[CH:32]=1.